Dataset: Full USPTO retrosynthesis dataset with 1.9M reactions from patents (1976-2016). Task: Predict the reactants needed to synthesize the given product. (1) Given the product [Cl:2][C:3]1[CH:8]=[CH:7][C:6]([N:9]2[C:14](=[O:15])[CH:13]=[C:12]([C:16]([F:19])([F:18])[F:17])[N:11]([CH3:20])[C:10]2=[O:21])=[CH:5][C:4]=1[S:22]([NH2:1])(=[O:24])=[O:23], predict the reactants needed to synthesize it. The reactants are: [NH3:1].[Cl:2][C:3]1[CH:8]=[CH:7][C:6]([N:9]2[C:14](=[O:15])[CH:13]=[C:12]([C:16]([F:19])([F:18])[F:17])[N:11]([CH3:20])[C:10]2=[O:21])=[CH:5][C:4]=1[S:22](Cl)(=[O:24])=[O:23].C(OCC)(=O)C.Cl. (2) Given the product [CH3:26][O:22][C:20]([C:13]1[CH:14]=[C:15]2[C:10](=[CH:11][CH:12]=1)[NH:9][CH:8]([C:5]1[CH:6]=[CH:7][C:2]([F:1])=[C:3]([NH:23][C:41](=[O:42])[C:36]3[CH:37]=[CH:38][CH:39]=[CH:40][N:35]=3)[CH:4]=1)[C:17]([CH3:19])([CH3:18])[CH2:16]2)=[O:21], predict the reactants needed to synthesize it. The reactants are: [F:1][C:2]1[CH:7]=[CH:6][C:5]([CH:8]2[C:17]([CH3:19])([CH3:18])[CH2:16][C:15]3[C:10](=[CH:11][CH:12]=[C:13]([C:20]([O-:22])=[O:21])[CH:14]=3)[NH:9]2)=[CH:4][C:3]=1[N+:23]([O-])=O.[CH:26](N(CC)C(C)C)(C)C.[N:35]1[CH:40]=[CH:39][CH:38]=[CH:37][C:36]=1[C:41](Cl)=[O:42]. (3) Given the product [Cl:1][C:2]1[CH:23]=[CH:22][CH:21]=[CH:20][C:3]=1[C:4]1[N:13]([C@H:14]([CH3:17])[CH2:15][OH:16])[C:12]2[C:7]([N:6]=1)=[C:8]([N:28]1[CH2:29][CH2:30][N:25]([CH3:24])[CH2:26][CH2:27]1)[N:9]=[C:10]([CH3:18])[N:11]=2, predict the reactants needed to synthesize it. The reactants are: [Cl:1][C:2]1[CH:23]=[CH:22][CH:21]=[CH:20][C:3]=1[C:4]([NH:6][C:7]1[C:8](Cl)=[N:9][C:10]([CH3:18])=[N:11][C:12]=1[NH:13][C@H:14]([CH3:17])[CH2:15][OH:16])=O.[CH3:24][N:25]1[CH2:30][CH2:29][NH:28][CH2:27][CH2:26]1.C(N(C(C)C)CC)(C)C.